Dataset: Peptide-MHC class I binding affinity with 185,985 pairs from IEDB/IMGT. Task: Regression. Given a peptide amino acid sequence and an MHC pseudo amino acid sequence, predict their binding affinity value. This is MHC class I binding data. The MHC is Patr-B0101 with pseudo-sequence Patr-B0101. The peptide sequence is YVGGVEHRL. The binding affinity (normalized) is 0.249.